From a dataset of Catalyst prediction with 721,799 reactions and 888 catalyst types from USPTO. Predict which catalyst facilitates the given reaction. (1) Reactant: [CH2:1]([N:11]1[CH2:16][CH2:15][N:14]([C:17]([C:19]2[CH:36]=[CH:35][C:22]([O:23][C:24]3[N:29]=[CH:28][C:27](OS(C)(=O)=O)=[CH:26][CH:25]=3)=[CH:21][CH:20]=2)=[O:18])[CH2:13][CH2:12]1)[C:2]1[CH:10]=[CH:9][C:8]2[O:7][CH2:6][O:5][C:4]=2[CH:3]=1.[F:37][C:38]([F:47])([F:46])[C:39]1[CH:44]=[CH:43][C:42]([NH2:45])=[CH:41][CH:40]=1.[C:48](=O)(O)[O-].[Na+].C(OCC)(=O)C. Product: [F:37][C:38]([F:46])([F:47])[C:39]1[CH:40]=[CH:41][C:42]([NH:45][CH2:48][C:27]2[CH:26]=[CH:25][C:24]([O:23][C:22]3[CH:35]=[CH:36][C:19]([C:17]([N:14]4[CH2:15][CH2:16][N:11]([CH2:1][C:2]5[CH:10]=[CH:9][C:8]6[O:7][CH2:6][O:5][C:4]=6[CH:3]=5)[CH2:12][CH2:13]4)=[O:18])=[CH:20][CH:21]=3)=[N:29][CH:28]=2)=[CH:43][CH:44]=1. The catalyst class is: 1. (2) Reactant: [C:1]([CH2:3][C:4]([OH:6])=O)#[N:2].C(Cl)(=O)C(Cl)=O.[NH2:13][CH:14]1[CH2:19][CH2:18][N:17]([C:20]2[C:25]([F:26])=[CH:24][N:23]=[C:22]([NH:27][C:28]3[CH:33]=[CH:32][C:31]([N:34]4[CH2:39][CH2:38][N:37]([C:40](=[O:42])[CH3:41])[CH2:36][CH2:35]4)=[CH:30][CH:29]=3)[N:21]=2)[CH2:16][CH2:15]1. Product: [C:40]([N:37]1[CH2:38][CH2:39][N:34]([C:31]2[CH:32]=[CH:33][C:28]([NH:27][C:22]3[N:21]=[C:20]([N:17]4[CH2:16][CH2:15][CH:14]([NH:13][C:4](=[O:6])[CH2:3][C:1]#[N:2])[CH2:19][CH2:18]4)[C:25]([F:26])=[CH:24][N:23]=3)=[CH:29][CH:30]=2)[CH2:35][CH2:36]1)(=[O:42])[CH3:41]. The catalyst class is: 59.